This data is from Full USPTO retrosynthesis dataset with 1.9M reactions from patents (1976-2016). The task is: Predict the reactants needed to synthesize the given product. (1) The reactants are: [C:1]([O:5][C:6]1[C:11]2[N:12]=[C:13]([O:15][CH:16]([CH3:18])[CH3:17])[S:14][C:10]=2[C:9]([C@@H:19]([OH:22])[CH2:20]Cl)=[CH:8][CH:7]=1)([CH3:4])([CH3:3])[CH3:2].C(=O)([O-])[O-].[K+].[K+].Cl.Cl.[NH2:31][CH2:32][CH2:33][C:34]1[CH:35]=[C:36]([CH2:41][N:42]2[CH2:62][CH2:61][C:45]3([O:50][CH2:49][CH2:48][N:47]([C:51]([C:53]4[N:54]=[C:55]([CH:58]([CH3:60])[CH3:59])[S:56][CH:57]=4)=[O:52])[CH2:46]3)[CH2:44][CH2:43]2)[CH:37]=[CH:38][C:39]=1[F:40].[OH-].[Na+].[CH3:65][CH:66]1[CH2:70][CH2:69][CH2:68][O:67]1. Given the product [C:1]([O:5][C:6]1[C:11]2[N:12]=[C:13]([O:15][CH:16]([CH3:18])[CH3:17])[S:14][C:10]=2[C:9]([C@@H:19]([OH:22])[CH2:20][NH:31][CH2:32][CH2:33][C:34]2[CH:35]=[C:36]([CH2:41][N:42]3[CH2:43][CH2:44][C:45]4([O:50][CH2:49][CH2:48][N:47]([C:51]([C:53]5[N:54]=[C:55]([CH:58]([CH3:60])[CH3:59])[S:56][CH:57]=5)=[O:52])[CH2:46]4)[CH2:61][CH2:62]3)[CH:37]=[CH:38][C:39]=2[F:40])=[CH:8][CH:7]=1)([CH3:4])([CH3:3])[CH3:2].[CH3:65][CH:66]1[CH2:70][CH2:69][CH2:68][O:67]1, predict the reactants needed to synthesize it. (2) Given the product [CH2:25]([O:24][C:22]([N:21]=[S:19]([CH3:27])([C:15]1[CH:16]=[CH:17][CH:18]=[C:13]([CH2:12][O:11][C:6]2[CH:5]=[C:4]3[C:3]([C:1]([NH:33][C:34]4[S:35][CH:36]=[N:37][N:38]=4)=[N:2][CH:29]=[N:28]3)=[CH:8][C:7]=2[O:9][CH3:10])[CH:14]=1)=[O:20])=[O:23])[CH3:26], predict the reactants needed to synthesize it. The reactants are: [C:1]([C:3]1[CH:8]=[C:7]([O:9][CH3:10])[C:6]([O:11][CH2:12][C:13]2[CH:18]=[CH:17][CH:16]=[C:15]([S:19]([CH3:27])(=[N:21][C:22]([O:24][CH2:25][CH3:26])=[O:23])=[O:20])[CH:14]=2)=[CH:5][C:4]=1[N:28]=[CH:29]N(C)C)#[N:2].[NH2:33][C:34]1[S:35][CH:36]=[N:37][N:38]=1.CCCCCC.ClCCl.CO. (3) Given the product [C:7]1([C:13]([C:15]2[CH:16]=[CH:17][CH:18]=[CH:19][CH:20]=2)([C:21]2[CH:22]=[CH:23][CH:24]=[CH:25][CH:26]=2)[N:1]2[CH2:5][CH2:4][C@@H:3]([OH:6])[CH2:2]2)[CH:8]=[CH:9][CH:10]=[CH:11][CH:12]=1, predict the reactants needed to synthesize it. The reactants are: [NH:1]1[CH2:5][CH2:4][C@@H:3]([OH:6])[CH2:2]1.[C:7]1([C:13]([C:21]2[CH:26]=[CH:25][CH:24]=[CH:23][CH:22]=2)([C:15]2[CH:20]=[CH:19][CH:18]=[CH:17][CH:16]=2)Cl)[CH:12]=[CH:11][CH:10]=[CH:9][CH:8]=1.C(=O)([O-])O.[Na+]. (4) Given the product [F:18][C:14]1[CH:15]=[CH:16][CH:17]=[C:12]([F:11])[C:13]=1[N:19]1[CH:23]=[C:22]([CH:8]=[O:9])[C:21]([CH3:24])=[N:20]1, predict the reactants needed to synthesize it. The reactants are: P(Cl)(Cl)(Cl)=O.CN(C)[CH:8]=[O:9].[F:11][C:12]1[CH:17]=[CH:16][CH:15]=[C:14]([F:18])[C:13]=1[N:19]1[CH:23]=[CH:22][C:21]([CH3:24])=[N:20]1.C(=O)(O)[O-].[Na+].[OH-].[Na+]. (5) Given the product [OH:10][CH2:9][CH2:8][CH2:7][C:6]([C@@H:4]1[C@@H:3]([CH2:12][CH2:13][C:14](=[O:16])[CH3:15])[C:2]([CH3:17])([CH3:1])[CH2:5]1)=[CH2:11], predict the reactants needed to synthesize it. The reactants are: [CH3:1][C:2]1([CH3:17])[CH2:5][C@H:4]([C:6](=[CH2:11])[CH2:7][CH2:8][CH:9]=[O:10])[C@H:3]1[CH2:12][CH2:13][C:14](=[O:16])[CH3:15]. (6) Given the product [C:24]1([S:21]([N:18]2[CH2:17][CH2:16][CH:15]([C:13]3[C:12]4[C:7](=[CH:8][CH:9]=[C:10]([F:30])[CH:11]=4)[CH:6]=[C:5]([CH2:4][C:3]([OH:31])=[O:2])[CH:14]=3)[CH2:20][CH2:19]2)(=[O:23])=[O:22])[CH:25]=[CH:26][CH:27]=[CH:28][CH:29]=1, predict the reactants needed to synthesize it. The reactants are: C[O:2][C:3](=[O:31])[CH2:4][C:5]1[CH:14]=[C:13]([CH:15]2[CH2:20][CH2:19][N:18]([S:21]([C:24]3[CH:29]=[CH:28][CH:27]=[CH:26][CH:25]=3)(=[O:23])=[O:22])[CH2:17][CH2:16]2)[C:12]2[C:7](=[CH:8][CH:9]=[C:10]([F:30])[CH:11]=2)[CH:6]=1.O.[OH-].[Li+]. (7) Given the product [F:4][C:3]([F:6])([F:5])[C:1]([N:14]1[CH2:15][CH2:16][C:11]2([C:24]3[C:29](=[CH:28][CH:27]=[CH:26][CH:25]=3)[C:9](=[O:8])[CH2:10]2)[CH2:12][CH2:13]1)=[O:2], predict the reactants needed to synthesize it. The reactants are: [C:1](O)([C:3]([F:6])([F:5])[F:4])=[O:2].[O:8]=[C:9]1[C:29]2[C:24](=[CH:25][CH:26]=[CH:27][CH:28]=2)[C:11]2([CH2:16][CH2:15][N:14](C(OC(C)(C)C)=O)[CH2:13][CH2:12]2)[CH2:10]1.C(N(CC)CC)C.FC(F)(F)C(OC(=O)C(F)(F)F)=O. (8) Given the product [CH2:10]([O:17][CH:18]1[CH2:21][C:20]2([CH2:25][C:24]([C:26]3[CH:31]=[N:30][C:29]4[N:32]([CH2:1][CH3:2])[N:33]=[CH:34][C:28]=4[C:27]=3[NH:35][CH:36]3[CH2:41][CH2:40][O:39][CH2:38][CH2:37]3)=[N:23][O:22]2)[CH2:19]1)[C:11]1[CH:12]=[CH:13][CH:14]=[CH:15][CH:16]=1, predict the reactants needed to synthesize it. The reactants are: [CH2:1](I)[CH3:2].C(=O)([O-])[O-].[K+].[K+].[CH2:10]([O:17][CH:18]1[CH2:21][C:20]2([CH2:25][C:24]([C:26]3[CH:31]=[N:30][C:29]4[NH:32][N:33]=[CH:34][C:28]=4[C:27]=3[NH:35][CH:36]3[CH2:41][CH2:40][O:39][CH2:38][CH2:37]3)=[N:23][O:22]2)[CH2:19]1)[C:11]1[CH:16]=[CH:15][CH:14]=[CH:13][CH:12]=1.